From a dataset of Full USPTO retrosynthesis dataset with 1.9M reactions from patents (1976-2016). Predict the reactants needed to synthesize the given product. (1) Given the product [CH3:64][O:65][CH2:66][CH:67]([CH3:68])[O:44][C:40]1[CH:39]=[C:38]2[C:43](=[CH:42][CH:41]=1)[N:35]([CH3:34])[CH:36]=[C:37]2[C:45]1[N:53]([S:54]([C:57]2[CH:62]=[CH:61][C:60]([CH3:63])=[CH:59][CH:58]=2)(=[O:56])=[O:55])[C:48]2=[N:49][CH:50]=[CH:51][CH:52]=[C:47]2[CH:46]=1, predict the reactants needed to synthesize it. The reactants are: C1(P(C2C=CC=CC=2)C2C=CC=CC=2)C=CC=CC=1.C(OC([N+](C(OC(C)C)=O)=[N-])=O)(C)C.[CH3:34][N:35]1[C:43]2[C:38](=[CH:39][C:40]([OH:44])=[CH:41][CH:42]=2)[C:37]([C:45]2[N:53]([S:54]([C:57]3[CH:62]=[CH:61][C:60]([CH3:63])=[CH:59][CH:58]=3)(=[O:56])=[O:55])[C:48]3=[N:49][CH:50]=[CH:51][CH:52]=[C:47]3[CH:46]=2)=[CH:36]1.[CH3:64][O:65][CH2:66][CH:67](O)[CH3:68]. (2) Given the product [Cl:32][C:33]1[CH:38]=[CH:37][C:36]([C:2]2[C:11]3[C:6](=[CH:7][C:8]([S:12]([NH:15][C:16]4[S:20][N:19]=[CH:18][N:17]=4)(=[O:13])=[O:14])=[CH:9][CH:10]=3)[N:5]=[CH:4][CH:3]=2)=[C:35]([CH3:42])[CH:34]=1, predict the reactants needed to synthesize it. The reactants are: Cl[C:2]1[C:11]2[C:6](=[CH:7][C:8]([S:12]([N:15](CC3C=CC(OC)=CC=3OC)[C:16]3[S:20][N:19]=[CH:18][N:17]=3)(=[O:14])=[O:13])=[CH:9][CH:10]=2)[N:5]=[CH:4][CH:3]=1.[Cl:32][C:33]1[CH:38]=[CH:37][C:36](B(O)O)=[C:35]([CH3:42])[CH:34]=1.P([O-])([O-])([O-])=O.[K+].[K+].[K+].O1CCOCC1. (3) Given the product [F:8][C:6]1[CH:5]=[C:4]([S:9]([N:12]2[CH2:17][CH2:16][C:15]3=[N:18][NH:19][C:20]([NH:21][C:24](=[O:25])[C:23]([F:34])([F:33])[F:22])=[C:14]3[CH2:13]2)(=[O:11])=[O:10])[CH:3]=[C:2]([F:1])[CH:7]=1, predict the reactants needed to synthesize it. The reactants are: [F:1][C:2]1[CH:3]=[C:4]([S:9]([N:12]2[CH2:17][CH2:16][C:15]3=[N:18][NH:19][C:20]([NH2:21])=[C:14]3[CH2:13]2)(=[O:11])=[O:10])[CH:5]=[C:6]([F:8])[CH:7]=1.[F:22][C:23]([F:34])([F:33])[C:24](O[C:24](=[O:25])[C:23]([F:34])([F:33])[F:22])=[O:25]. (4) Given the product [Cl:6][C:7]1[CH:12]=[CH:11][CH:10]=[C:9]([Cl:13])[C:8]=1[CH2:14][C:15]([Cl:3])=[N:4][OH:1], predict the reactants needed to synthesize it. The reactants are: [OH-:1].[Na+].[ClH:3].[NH2:4]O.[Cl:6][C:7]1[CH:12]=[CH:11][CH:10]=[C:9]([Cl:13])[C:8]=1[CH2:14][CH:15]=O.